This data is from Peptide-MHC class II binding affinity with 134,281 pairs from IEDB. The task is: Regression. Given a peptide amino acid sequence and an MHC pseudo amino acid sequence, predict their binding affinity value. This is MHC class II binding data. (1) The MHC is DRB1_0901 with pseudo-sequence DRB1_0901. The binding affinity (normalized) is 0.782. The peptide sequence is AFKVAATAAYAAPAN. (2) The peptide sequence is DFYFVINVRNVSVSA. The MHC is DRB1_0405 with pseudo-sequence DRB1_0405. The binding affinity (normalized) is 0.381. (3) The MHC is DRB1_0405 with pseudo-sequence DRB1_0405. The peptide sequence is YASGKVWGQKYFKGN. The binding affinity (normalized) is 0.178. (4) The peptide sequence is GELQIVDKIDAAVKI. The MHC is DRB1_1302 with pseudo-sequence DRB1_1302. The binding affinity (normalized) is 0.951. (5) The peptide sequence is AAGTEISLDLLDPIY. The MHC is HLA-DPA10103-DPB10401 with pseudo-sequence HLA-DPA10103-DPB10401. The binding affinity (normalized) is 0.442. (6) The peptide sequence is IGSRGRRSCRAARRP. The MHC is HLA-DQA10301-DQB10302 with pseudo-sequence HLA-DQA10301-DQB10302. The binding affinity (normalized) is 0.171. (7) The peptide sequence is RMGERQLQKIERWFV. The MHC is DRB3_0301 with pseudo-sequence DRB3_0301. The binding affinity (normalized) is 0.543. (8) The peptide sequence is EYIEAAKWLLPPPKV. The MHC is HLA-DQA10102-DQB10502 with pseudo-sequence HLA-DQA10102-DQB10502. The binding affinity (normalized) is 0.199. (9) The peptide sequence is QSCRRPNAQRFGISNYCQI. The MHC is HLA-DQA10401-DQB10402 with pseudo-sequence HLA-DQA10401-DQB10402. The binding affinity (normalized) is 0.0906. (10) The peptide sequence is WFIISIVQMAPVSAM. The MHC is DRB1_1101 with pseudo-sequence DRB1_1101. The binding affinity (normalized) is 0.512.